This data is from Full USPTO retrosynthesis dataset with 1.9M reactions from patents (1976-2016). The task is: Predict the reactants needed to synthesize the given product. (1) Given the product [CH3:1][C:2]1[C:7]([C:8]2[CH:9]=[N:10][NH:11][CH:12]=2)=[CH:6][N:5]=[C:4]([NH:32][NH2:33])[CH:3]=1, predict the reactants needed to synthesize it. The reactants are: [CH3:1][C:2]1[C:7]([C:8]2[CH:9]=[N:10][N:11](C(C3C=CC=CC=3)(C3C=CC=CC=3)C3C=CC=CC=3)[CH:12]=2)=[CH:6][N:5]=[C:4]([NH2:32])[CH:3]=1.[N:33]([O-])=O.[Na+].O.O.[Sn](Cl)Cl.[OH-].[Na+]. (2) Given the product [N:3]12[CH2:10][CH2:9][CH:6]([CH2:7][CH2:8]1)[C@@H:5]([NH:11][C:16](=[O:17])[C:15]1[CH:19]=[CH:20][CH:21]=[C:13]([I:12])[CH:14]=1)[CH2:4]2, predict the reactants needed to synthesize it. The reactants are: Cl.Cl.[N:3]12[CH2:10][CH2:9][CH:6]([CH2:7][CH2:8]1)[C@@H:5]([NH2:11])[CH2:4]2.[I:12][C:13]1[CH:14]=[C:15]([CH:19]=[CH:20][CH:21]=1)[C:16](O)=[O:17]. (3) The reactants are: C([O:5][C:6](=[O:42])[C:7]1[CH:12]=[CH:11][C:10]([NH:13][C:14](=[O:41])[C:15]2[CH:20]=[CH:19][CH:18]=[C:17]([C:21]3[N:22]=[C:23]([NH:30][C:31]4[CH:36]=[CH:35][C:34]([O:37][CH3:38])=[C:33]([O:39][CH3:40])[CH:32]=4)[C:24]4[N:29]=[CH:28][S:27][C:25]=4[N:26]=3)[CH:16]=2)=[CH:9][CH:8]=1)(C)(C)C.C(O)(C(F)(F)F)=O. Given the product [CH3:40][O:39][C:33]1[CH:32]=[C:31]([NH:30][C:23]2[C:24]3[N:29]=[CH:28][S:27][C:25]=3[N:26]=[C:21]([C:17]3[CH:16]=[C:15]([CH:20]=[CH:19][CH:18]=3)[C:14]([NH:13][C:10]3[CH:11]=[CH:12][C:7]([C:6]([OH:42])=[O:5])=[CH:8][CH:9]=3)=[O:41])[N:22]=2)[CH:36]=[CH:35][C:34]=1[O:37][CH3:38], predict the reactants needed to synthesize it. (4) Given the product [OH:8][N:9]([CH2:12][C@H:13]([C:14]([N:21]1[CH2:25][CH2:24][CH2:23][C@H:22]1[C:26]1[NH:37][C:36]2[CH:35]=[CH:34][CH:33]=[C:32]3[C:38]=2[C:28]([N:27]=1)=[CH:29][CH:30]=[CH:31]3)=[O:15])[CH2:17][CH2:18][CH2:19][CH3:20])[CH:10]=[O:11], predict the reactants needed to synthesize it. The reactants are: C([O:8][N:9]([CH2:12][C@@H:13]([CH2:17][CH2:18][CH2:19][CH3:20])[C:14](O)=[O:15])[CH:10]=[O:11])C1C=CC=CC=1.[NH:21]1[CH2:25][CH2:24][CH2:23][C@H:22]1[C:26]1[NH:27][C:28]2[CH:29]=[CH:30][CH:31]=[C:32]3[C:38]=2[C:36]([N:37]=1)=[CH:35][CH:34]=[CH:33]3. (5) Given the product [CH2:8]([S:10]([N:13]1[C:21]2[CH:20]=[CH:19][C:18]([C:22]([N:24]3[CH2:29][CH2:28][CH:27]([CH3:30])[CH2:26][CH2:25]3)=[O:23])=[CH:17][C:16]=2[C:15]2[CH2:31][N:32]([CH:39]3[CH2:40][CH2:41][N:36]([CH3:35])[CH2:37][CH2:38]3)[CH2:33][CH2:34][C:14]1=2)(=[O:11])=[O:12])[CH3:9], predict the reactants needed to synthesize it. The reactants are: OC(C(F)(F)F)=O.[CH2:8]([S:10]([N:13]1[C:21]2[CH:20]=[CH:19][C:18]([C:22]([N:24]3[CH2:29][CH2:28][CH:27]([CH3:30])[CH2:26][CH2:25]3)=[O:23])=[CH:17][C:16]=2[C:15]2[CH2:31][NH:32][CH2:33][CH2:34][C:14]1=2)(=[O:12])=[O:11])[CH3:9].[CH3:35][N:36]1[CH2:41][CH2:40][C:39](=O)[CH2:38][CH2:37]1. (6) The reactants are: [Cl:1][C:2]1[CH:3]=[N:4][C:5]([NH:11][C:12]2[CH:17]=[CH:16][CH:15]=[CH:14][CH:13]=2)=[C:6]([CH:10]=1)[C:7]([OH:9])=O.[CH3:18][C:19]([NH2:23])([C:21]#[CH:22])[CH3:20].CCN=C=NCCCN(C)C.C1C=CC2N(O)N=NC=2C=1.CCN(C(C)C)C(C)C. Given the product [Cl:1][C:2]1[CH:3]=[N:4][C:5]([NH:11][C:12]2[CH:17]=[CH:16][CH:15]=[CH:14][CH:13]=2)=[C:6]([CH:10]=1)[C:7]([NH:23][C:19]([CH3:20])([C:21]#[CH:22])[CH3:18])=[O:9], predict the reactants needed to synthesize it. (7) The reactants are: C([O:3][C:4]1[C:13]([O:14][CH3:15])=[CH:12][C:11]2[C:10](C3C=CC(C(O)=O)=CC=3)=[N:9][C@@H:8]3[CH2:25][CH2:26][S:27][CH2:28][C@@H:7]3[C:6]=2[CH:5]=1)C.[B-](F)(F)(F)F.CCO[C:37]([C:39]([C:49]#N)=NOC(N(C)C)=[N+](C)C)=[O:38].[CH:51]1C=N[C:54]2N(O)N=N[C:53]=2[CH:52]=1.[CH3:61][CH2:62]N(C(C)C)C(C)C.FC(F)(F)C(O)=O.[CH3:77][O:78][CH2:79][N:80]1[N:84]=[N:83][C:82]([CH2:85][N:86]2[C:91]3[CH:92]=[C:93]([C:95]4[CH:100]=[CH:99][CH:98]=[CH:97][CH:96]=4)[S:94][C:90]=3[C:89](=[O:101])[N:88]([CH:102]3[CH2:107][CH2:106][NH:105][CH2:104][CH2:103]3)[C:87]2=[O:108])=[N:81]1. Given the product [CH2:61]([O:3][C:4]1[C:13]([O:14][CH3:15])=[CH:12][C:11]2[C:10]([C:52]3[CH:51]=[CH:49][C:39]([C:37]([N:105]4[CH2:106][CH2:107][CH:102]([N:88]5[C:89](=[O:101])[C:90]6[S:94][C:93]([C:95]7[CH:100]=[CH:99][CH:98]=[CH:97][CH:96]=7)=[CH:92][C:91]=6[N:86]([CH2:85][C:82]6[N:83]=[N:84][N:80]([CH2:79][O:78][CH3:77])[N:81]=6)[C:87]5=[O:108])[CH2:103][CH2:104]4)=[O:38])=[CH:54][CH:53]=3)=[N:9][C@@H:8]3[CH2:7][CH2:28][S:27][CH2:26][C@@H:25]3[C:6]=2[CH:5]=1)[CH3:62], predict the reactants needed to synthesize it. (8) Given the product [Cl:1][C:2]1[CH:10]=[CH:9][C:5]([C:6]([NH:50][C:46]([CH3:47])([C:48]#[CH:49])[CH3:45])=[O:8])=[C:4]([NH:11][CH:12]([CH3:14])[CH3:13])[N:3]=1, predict the reactants needed to synthesize it. The reactants are: [Cl:1][C:2]1[CH:10]=[CH:9][C:5]([C:6]([OH:8])=O)=[C:4]([NH:11][CH:12]([CH3:14])[CH3:13])[N:3]=1.CCN=C=NCCCN(C)C.C1C=CC2N(O)N=NC=2C=1.CCN(C(C)C)C(C)C.[CH3:45][C:46]([NH2:50])([C:48]#[CH:49])[CH3:47].